This data is from NCI-60 drug combinations with 297,098 pairs across 59 cell lines. The task is: Regression. Given two drug SMILES strings and cell line genomic features, predict the synergy score measuring deviation from expected non-interaction effect. (1) Drug 1: CC1=C(C=C(C=C1)NC(=O)C2=CC=C(C=C2)CN3CCN(CC3)C)NC4=NC=CC(=N4)C5=CN=CC=C5. Drug 2: CCN(CC)CCNC(=O)C1=C(NC(=C1C)C=C2C3=C(C=CC(=C3)F)NC2=O)C. Cell line: SN12C. Synergy scores: CSS=0.260, Synergy_ZIP=7.28, Synergy_Bliss=7.23, Synergy_Loewe=-12.6, Synergy_HSA=-7.18. (2) Drug 1: COC1=CC(=CC(=C1O)OC)C2C3C(COC3=O)C(C4=CC5=C(C=C24)OCO5)OC6C(C(C7C(O6)COC(O7)C8=CC=CS8)O)O. Drug 2: CC1=C2C(C(=O)C3(C(CC4C(C3C(C(C2(C)C)(CC1OC(=O)C(C(C5=CC=CC=C5)NC(=O)C6=CC=CC=C6)O)O)OC(=O)C7=CC=CC=C7)(CO4)OC(=O)C)O)C)OC(=O)C. Cell line: MDA-MB-231. Synergy scores: CSS=39.7, Synergy_ZIP=-8.17, Synergy_Bliss=-8.15, Synergy_Loewe=-3.30, Synergy_HSA=-1.45. (3) Drug 1: COC1=NC(=NC2=C1N=CN2C3C(C(C(O3)CO)O)O)N. Drug 2: CC1=C2C(C(=O)C3(C(CC4C(C3C(C(C2(C)C)(CC1OC(=O)C(C(C5=CC=CC=C5)NC(=O)C6=CC=CC=C6)O)O)OC(=O)C7=CC=CC=C7)(CO4)OC(=O)C)O)C)OC(=O)C. Cell line: UO-31. Synergy scores: CSS=-2.43, Synergy_ZIP=1.14, Synergy_Bliss=-0.201, Synergy_Loewe=-18.4, Synergy_HSA=-5.34. (4) Synergy scores: CSS=30.2, Synergy_ZIP=0.307, Synergy_Bliss=0.958, Synergy_Loewe=-24.0, Synergy_HSA=-3.73. Cell line: RPMI-8226. Drug 2: C(=O)(N)NO. Drug 1: C1=NC(=NC(=O)N1C2C(C(C(O2)CO)O)O)N.